This data is from Full USPTO retrosynthesis dataset with 1.9M reactions from patents (1976-2016). The task is: Predict the reactants needed to synthesize the given product. Given the product [CH3:35][C:24]1[O:23][C:22]([C:19]2[CH:20]=[CH:21][C:16]([C:7]3[CH:8]=[CH:9][C:4]([O:3][C:2]([F:14])([F:13])[F:1])=[CH:5][CH:6]=3)=[CH:17][CH:18]=2)=[N:26][C:25]=1[CH2:27][CH2:28][N:29]1[CH2:33][CH2:32][CH2:31][C@H:30]1[CH3:34], predict the reactants needed to synthesize it. The reactants are: [F:1][C:2]([F:14])([F:13])[O:3][C:4]1[CH:9]=[CH:8][C:7](B(O)O)=[CH:6][CH:5]=1.Br[C:16]1[CH:21]=[CH:20][C:19]([C:22]2[O:23][C:24]([CH3:35])=[C:25]([CH2:27][CH2:28][N:29]3[CH2:33][CH2:32][CH2:31][C@H:30]3[CH3:34])[N:26]=2)=[CH:18][CH:17]=1.